From a dataset of Catalyst prediction with 721,799 reactions and 888 catalyst types from USPTO. Predict which catalyst facilitates the given reaction. (1) Reactant: [Cl:1][C:2]1[CH:7]=[CH:6][C:5]([S:8][CH:9]([C:15]2[C:20]([F:21])=[CH:19][CH:18]=[C:17]([F:22])[C:16]=2F)[CH:10]([CH2:13][OH:14])[CH2:11][OH:12])=[CH:4][CH:3]=1.[H-].[Na+].O.C(OCC)(=O)C. Product: [Cl:1][C:2]1[CH:7]=[CH:6][C:5]([S:8][C@@H:9]2[C:15]3[C:16](=[C:17]([F:22])[CH:18]=[CH:19][C:20]=3[F:21])[O:12][CH2:11][C@H:10]2[CH2:13][OH:14])=[CH:4][CH:3]=1. The catalyst class is: 1. (2) Reactant: [NH2:1][C:2]1[N:7]=[CH:6][N:5]=[C:4]2[N:8]([CH2:12][C@H:13]3[CH2:17][CH2:16][CH2:15][N:14]3[C:18]([O:20][C:21]([CH3:24])([CH3:23])[CH3:22])=[O:19])[N:9]=[C:10](I)[C:3]=12.[F:25][C:26]1[C:47]([F:48])=[CH:46][CH:45]=[CH:44][C:27]=1[O:28][C:29]1[CH:34]=[CH:33][C:32](B2OC(C)(C)C(C)(C)O2)=[CH:31][CH:30]=1.C(=O)([O-])[O-].[Na+].[Na+]. Product: [NH2:1][C:2]1[N:7]=[CH:6][N:5]=[C:4]2[N:8]([CH2:12][C@H:13]3[CH2:17][CH2:16][CH2:15][N:14]3[C:18]([O:20][C:21]([CH3:24])([CH3:23])[CH3:22])=[O:19])[N:9]=[C:10]([C:32]3[CH:31]=[CH:30][C:29]([O:28][C:27]4[CH:44]=[CH:45][CH:46]=[C:47]([F:48])[C:26]=4[F:25])=[CH:34][CH:33]=3)[C:3]=12. The catalyst class is: 38. (3) Reactant: [Br:1][C:2]1[CH:13]=[CH:12][CH:11]=[CH:10][C:3]=1[O:4][CH:5]1[CH2:9][CH2:8][NH:7][CH2:6]1.Br[CH2:15][CH2:16][O:17][CH3:18].C(=O)([O-])[O-].[K+].[K+].CN(C)C=O. Product: [Br:1][C:2]1[CH:13]=[CH:12][CH:11]=[CH:10][C:3]=1[O:4][CH:5]1[CH2:9][CH2:8][N:7]([CH2:15][CH2:16][O:17][CH3:18])[CH2:6]1. The catalyst class is: 6. (4) Reactant: [CH2:1]([O:3][C:4]1[N:9]=[C:8](C(OC)=O)[CH:7]=[C:6]([C:14]2[CH:15]=[N:16][C:17]([NH:31][C:32]([NH:34][CH2:35][CH3:36])=[O:33])=[CH:18][C:19]=2[C:20]2[S:21][CH:22]=[C:23]([C:25]3[CH:30]=[CH:29][CH:28]=[CH:27][CH:26]=3)[N:24]=2)[CH:5]=1)[CH3:2].[CH2:37]([OH:39])C.O.[NH2:41]N.[C:43]([N:50]1C=CN=C1)(N1C=CN=C1)=[O:44]. Product: [CH2:1]([O:3][C:4]1[CH:5]=[C:6]([C:14]2[CH:15]=[N:16][C:17]([NH:31][C:32]([NH:34][CH2:35][CH3:36])=[O:33])=[CH:18][C:19]=2[C:20]2[S:21][CH:22]=[C:23]([C:25]3[CH:30]=[CH:29][CH:28]=[CH:27][CH:26]=3)[N:24]=2)[CH:7]=[C:8]([C:43]2[O:44][C:37](=[O:39])[NH:41][N:50]=2)[N:9]=1)[CH3:2]. The catalyst class is: 7. (5) Reactant: [CH3:1][O:2][C:3]1[CH:8]=[CH:7][C:6]([CH2:9][N:10]2[C:14]3=[N:15][CH:16]=[CH:17][C:18]([O:19][C:20]4[CH:25]=[CH:24][C:23]([C:26](=[O:38])[NH:27][C:28]5[CH:33]=[C:32]([C:34]([F:37])([F:36])[F:35])[CH:31]=[CH:30][N:29]=5)=[CH:22][CH:21]=4)=[C:13]3[C:12]([NH:39][CH:40]3[CH2:45][CH2:44][CH2:43][N:42](C(OC(C)(C)C)=O)[CH2:41]3)=[N:11]2)=[CH:5][CH:4]=1.C(O)(C(F)(F)F)=O. Product: [CH3:1][O:2][C:3]1[CH:4]=[CH:5][C:6]([CH2:9][N:10]2[C:14]3=[N:15][CH:16]=[CH:17][C:18]([O:19][C:20]4[CH:25]=[CH:24][C:23]([C:26]([NH:27][C:28]5[CH:33]=[C:32]([C:34]([F:36])([F:37])[F:35])[CH:31]=[CH:30][N:29]=5)=[O:38])=[CH:22][CH:21]=4)=[C:13]3[C:12]([NH:39][C@@H:40]3[CH2:45][CH2:44][CH2:43][NH:42][CH2:41]3)=[N:11]2)=[CH:7][CH:8]=1. The catalyst class is: 2. (6) Reactant: [OH:1][C:2]1[CH:3]=[C:4]2[C:9](=[CH:10][CH:11]=1)[CH:8]=[C:7]([C:12]1[CH:13]=[CH:14][C:15]([C:18]([O:20][CH3:21])=[O:19])=[N:16][CH:17]=1)[CH:6]=[CH:5]2.C(=O)([O-])[O-].[Cs+].[Cs+].Cl[CH2:29][C:30]1[C:31]([C:38]2[C:43]([Cl:44])=[CH:42][CH:41]=[CH:40][C:39]=2[Cl:45])=[N:32][O:33][C:34]=1[CH:35]([CH3:37])[CH3:36].C(OCC)(=O)C. The catalyst class is: 35. Product: [Cl:44][C:43]1[CH:42]=[CH:41][CH:40]=[C:39]([Cl:45])[C:38]=1[C:31]1[C:30]([CH2:29][O:1][C:2]2[CH:3]=[C:4]3[C:9](=[CH:10][CH:11]=2)[CH:8]=[C:7]([C:12]2[CH:13]=[CH:14][C:15]([C:18]([O:20][CH3:21])=[O:19])=[N:16][CH:17]=2)[CH:6]=[CH:5]3)=[C:34]([CH:35]([CH3:37])[CH3:36])[O:33][N:32]=1. (7) Reactant: [Br:1][C:2]1[CH:3]=[CH:4][C:5]([CH2:8][NH2:9])=[N:6][CH:7]=1.[C:10](O)(=[O:14])[CH:11]([CH3:13])[CH3:12].CN([P+](ON1N=NC2C1=CC=CC=2)(N(C)C)N(C)C)C.F[P-](F)(F)(F)(F)F.C(N(C(C)C)CC)(C)C. Product: [Br:1][C:2]1[CH:3]=[CH:4][C:5]([CH2:8][NH:9][C:10](=[O:14])[CH:11]([CH3:13])[CH3:12])=[N:6][CH:7]=1. The catalyst class is: 3. (8) Reactant: [CH2:1]([S:3]([C:6]1[CH:7]=[C:8]([C:12]2[CH:20]=[C:19]([C:21]([NH:23][CH:24]3[CH2:29][CH2:28][N:27]([CH3:30])[CH2:26][CH2:25]3)=[O:22])[C:18]([CH3:31])=[C:17]3[C:13]=2[C:14]2[CH:35]=[C:34]([CH3:36])[CH:33]=[N:32][C:15]=2[NH:16]3)[CH:9]=[CH:10][CH:11]=1)(=[O:5])=[O:4])[CH3:2].[P:37](=[O:41])([OH:40])([OH:39])[OH:38]. Product: [CH2:1]([S:3]([C:6]1[CH:7]=[C:8]([C:12]2[CH:20]=[C:19]([C:21]([NH:23][CH:24]3[CH2:25][CH2:26][N:27]([CH3:30])[CH2:28][CH2:29]3)=[O:22])[C:18]([CH3:31])=[C:17]3[C:13]=2[C:14]2[CH:35]=[C:34]([CH3:36])[CH:33]=[N:32][C:15]=2[NH:16]3)[CH:9]=[CH:10][CH:11]=1)(=[O:4])=[O:5])[CH3:2].[P:37]([OH:41])([OH:40])([OH:39])=[O:38].[CH2:1]([S:3]([C:6]1[CH:7]=[C:8]([C:12]2[CH:20]=[C:19]([C:21]([NH:23][CH:24]3[CH2:25][CH2:26][N:27]([CH3:30])[CH2:28][CH2:29]3)=[O:22])[C:18]([CH3:31])=[C:17]3[C:13]=2[C:14]2[CH:35]=[C:34]([CH3:36])[CH:33]=[N:32][C:15]=2[NH:16]3)[CH:9]=[CH:10][CH:11]=1)(=[O:4])=[O:5])[CH3:2]. The catalyst class is: 47.